This data is from Forward reaction prediction with 1.9M reactions from USPTO patents (1976-2016). The task is: Predict the product of the given reaction. (1) Given the reactants Cl[C:2]1[N:7]=[CH:6][C:5]([CH:8]=[O:9])=[CH:4][N:3]=1.C[CH2:11][N:12](CC)[CH2:13]C.N(C)C.C1COCC1, predict the reaction product. The product is: [CH3:11][N:12]([CH3:13])[C:2]1[N:7]=[CH:6][C:5]([CH:8]=[O:9])=[CH:4][N:3]=1. (2) Given the reactants C([N:8]([CH2:16][CH2:17][C:18]1[CH:23]=[CH:22][C:21]([CH2:24][CH:25](C)[CH3:26])=[CH:20][CH:19]=1)[CH2:9][C:10](N(OC)C)=[O:11])C1C=CC=CC=1.C([O:31][C:32](=[S:46])[NH:33][C:34]1[CH:39]=[C:38](F)[CH:37]=[CH:36][C:35]=1[O:41]C(C)(C)C)(C)C, predict the reaction product. The product is: [OH:41][C:35]1[C:34]2[NH:33][C:32](=[O:31])[S:46][C:39]=2[C:38]([CH:10]([OH:11])[CH2:9][NH:8][CH2:16][CH2:17][C:18]2[CH:19]=[CH:20][C:21]([CH2:24][CH2:25][CH3:26])=[CH:22][CH:23]=2)=[CH:37][CH:36]=1. (3) The product is: [NH2:8][C:9]1[O:17][C:16]2[C:11](=[N:12][CH:13]=[C:14]([CH:18]3[CH2:22][CH2:21][O:20][CH2:19]3)[CH:15]=2)[C:10]=1[C:23]([NH:26][C:27]1[CH:28]=[N:29][CH:30]=[CH:31][C:32]=1[N:33]1[CH2:38][C@H:37]([CH3:39])[CH2:36][C@H:35]([NH2:40])[CH2:34]1)=[O:25]. Given the reactants C(OC([NH:8][C:9]1[O:17][C:16]2[C:11](=[N:12][CH:13]=[C:14]([CH:18]3[CH2:22][CH2:21][O:20][CH2:19]3)[CH:15]=2)[C:10]=1[C:23]([OH:25])=O)=O)(C)(C)C.[NH2:26][C:27]1[CH:28]=[N:29][CH:30]=[CH:31][C:32]=1[N:33]1[CH2:38][C@H:37]([CH3:39])[CH2:36][C@H:35]([NH:40]C(=O)OC(C)(C)C)[CH2:34]1.CN(C(ON1N=NC2C=CC=NC1=2)=[N+](C)C)C.F[P-](F)(F)(F)(F)F.CCN(C(C)C)C(C)C, predict the reaction product. (4) Given the reactants [Cl:1][C:2]1[CH:7]=[CH:6][C:5]([C:8]([CH3:15])([CH3:14])[C:9](=O)[C:10]([OH:12])=[O:11])=[CH:4][CH:3]=1.[CH3:16][NH2:17], predict the reaction product. The product is: [Cl:1][C:2]1[CH:7]=[CH:6][C:5]([C:8]([CH3:15])([CH3:14])[C@@H:9]([C:10]([OH:12])=[O:11])[NH:17][CH3:16])=[CH:4][CH:3]=1. (5) Given the reactants [N:1]1[CH:6]=[CH:5][CH:4]=[C:3]([CH2:7][NH:8][C:9]([NH:11][CH2:12][CH2:13][CH2:14][CH2:15][CH2:16][CH2:17][CH:18]2[C:26]3[C:21](=[CH:22][CH:23]=[CH:24][CH:25]=3)[N:20]([CH:27]3[CH2:30][N:29](C(OC(C)(C)C)=O)[CH2:28]3)[CH2:19]2)=[O:10])[CH:2]=1.Cl, predict the reaction product. The product is: [NH:29]1[CH2:30][CH:27]([N:20]2[C:21]3[C:26](=[CH:25][CH:24]=[CH:23][CH:22]=3)[CH:18]([CH2:17][CH2:16][CH2:15][CH2:14][CH2:13][CH2:12][NH:11][C:9]([NH:8][CH2:7][C:3]3[CH:2]=[N:1][CH:6]=[CH:5][CH:4]=3)=[O:10])[CH2:19]2)[CH2:28]1. (6) Given the reactants N1C2C=NC=NC=2C=N1.[NH:10]1[C:14]2=[N:15][CH:16]=[N:17][C:18]([NH2:19])=[C:13]2[CH:12]=[N:11]1.[I:20]NC(=O)CCC(N)=O, predict the reaction product. The product is: [I:20][C:12]1[C:13]2[C:14](=[N:15][CH:16]=[N:17][C:18]=2[NH2:19])[NH:10][N:11]=1. (7) Given the reactants I[C:2]1[C:7]2[O:8][CH2:9][O:10][C:6]=2[C:5]([NH:11][C:12](=[O:14])[CH3:13])=[CH:4][CH:3]=1.[K], predict the reaction product. The product is: [C:12]([NH:11][C:5]1[C:6]2[O:10][CH2:9][O:8][C:7]=2[C:2]([C:9]([O:8][CH3:7])=[O:10])=[CH:3][CH:4]=1)(=[O:14])[CH3:13].